From a dataset of Forward reaction prediction with 1.9M reactions from USPTO patents (1976-2016). Predict the product of the given reaction. (1) Given the reactants [H-].[Na+].[C:3]([O:7][C@H:8]1[CH2:12][N:11]([S:13]([C:16]2[CH:25]=[CH:24][C:23]3[C:18](=[CH:19][CH:20]=[CH:21][CH:22]=3)[CH:17]=2)(=[O:15])=[O:14])[C@H:10]([CH2:26][OH:27])[CH2:9]1)([CH3:6])([CH3:5])[CH3:4].[CH2:28](Br)[C:29]1[CH:34]=[CH:33][CH:32]=[CH:31][CH:30]=1, predict the reaction product. The product is: [CH2:28]([O:27][CH2:26][C@@H:10]1[CH2:9][C@@H:8]([O:7][C:3]([CH3:6])([CH3:5])[CH3:4])[CH2:12][N:11]1[S:13]([C:16]1[CH:25]=[CH:24][C:23]2[C:18](=[CH:19][CH:20]=[CH:21][CH:22]=2)[CH:17]=1)(=[O:15])=[O:14])[C:29]1[CH:34]=[CH:33][CH:32]=[CH:31][CH:30]=1. (2) Given the reactants [NH2:1][C:2]1[NH:7][C:6]2[NH:8][CH:9]=[C:10]([CH2:11][CH2:12][C:13]3[CH:30]=[CH:29][C:16]([C:17]([NH:19][C@H:20]([C:26]([OH:28])=[O:27])[CH2:21][CH2:22][C:23]([OH:25])=[O:24])=[O:18])=[CH:15][CH:14]=3)[C:5]=2[C:4](=[O:31])[N:3]=1.[OH-].[Na+:33].[CH2:34]([OH:45])[C@H:35]([C@H:37]([C@@H:39]([C@@H:41]([CH2:43][OH:44])[OH:42])[OH:40])[OH:38])[OH:36], predict the reaction product. The product is: [Na+:33].[Na+:33].[NH2:1][C:2]1[NH:7][C:6]2[NH:8][CH:9]=[C:10]([CH2:11][CH2:12][C:13]3[CH:14]=[CH:15][C:16]([C:17]([NH:19][C@H:20]([C:26]([O-:28])=[O:27])[CH2:21][CH2:22][C:23]([O-:25])=[O:24])=[O:18])=[CH:29][CH:30]=3)[C:5]=2[C:4](=[O:31])[N:3]=1.[CH2:43]([OH:44])[C@H:41]([C@H:39]([C@@H:37]([C@@H:35]([CH2:34][OH:45])[OH:36])[OH:38])[OH:40])[OH:42]. (3) Given the reactants [CH:1]1([OH:6])[CH2:5][CH2:4][CH2:3][CH2:2]1.C([Si](C(C)C)(C(C)C)[O:11][C@@H:12]1[C@@:16]([CH:18]=[CH2:19])([OH:17])[C@@H:15]([CH3:20])[O:14][C@H:13]1[N:21]1[CH:29]=[N:28][C:27]2[C:22]1=[N:23][C:24](Cl)=[N:25][C:26]=2[NH2:30])(C)C.[OH-].[Na+], predict the reaction product. The product is: [CH:1]1([O:6][C:24]2[N:23]=[C:22]3[C:27]([N:28]=[CH:29][N:21]3[C@@H:13]3[O:14][C@H:15]([CH3:20])[C@:16]([CH:18]=[CH2:19])([OH:17])[C@H:12]3[OH:11])=[C:26]([NH2:30])[N:25]=2)[CH2:5][CH2:4][CH2:3][CH2:2]1. (4) Given the reactants C1(P(C2C=CC=CC=2)C2C=CC=CC=2)C=CC=CC=1.N([C:27]([O:29][CH2:30][CH3:31])=O)=N[C:27]([O:29][CH2:30][CH3:31])=O.[CH3:32][O:33][C:34]1[C:39]([CH3:40])=[CH:38][C:37]([C:41]2[O:42][C:43]3[N:44]=[C:45]([S:51][CH3:52])[N:46]=[C:47]([OH:50])[C:48]=3[N:49]=2)=[CH:36][C:35]=1[CH3:53].O1CC(O)C1, predict the reaction product. The product is: [CH3:32][O:33][C:34]1[C:35]([CH3:53])=[CH:36][C:37]([C:41]2[O:42][C:43]3[N:44]=[C:45]([S:51][CH3:52])[N:46]=[C:47]([O:50][CH:31]4[CH2:30][O:29][CH2:27]4)[C:48]=3[N:49]=2)=[CH:38][C:39]=1[CH3:40]. (5) Given the reactants [F:1][C:2]1[CH:25]=[CH:24][C:5]([CH2:6][NH:7][C:8]2[CH:9]=[C:10]([CH2:22][OH:23])[N:11]([CH2:13][C:14]3[CH:19]=[CH:18][C:17]([O:20][CH3:21])=[CH:16][CH:15]=3)[N:12]=2)=[CH:4][CH:3]=1, predict the reaction product. The product is: [F:1][C:2]1[CH:3]=[CH:4][C:5]([CH2:6][NH:7][C:8]2[CH:9]=[C:10]([CH:22]=[O:23])[N:11]([CH2:13][C:14]3[CH:19]=[CH:18][C:17]([O:20][CH3:21])=[CH:16][CH:15]=3)[N:12]=2)=[CH:24][CH:25]=1. (6) Given the reactants Br[C:2]1[CH:7]=[CH:6][C:5]([O:8][CH3:9])=[CH:4][C:3]=1[F:10].[Li]CCCC.[F:16][CH:17]([F:23])[C:18](OCC)=[O:19], predict the reaction product. The product is: [F:16][CH:17]([F:23])[C:18]([C:2]1[CH:7]=[CH:6][C:5]([O:8][CH3:9])=[CH:4][C:3]=1[F:10])=[O:19].